From a dataset of Peptide-MHC class II binding affinity with 134,281 pairs from IEDB. Regression. Given a peptide amino acid sequence and an MHC pseudo amino acid sequence, predict their binding affinity value. This is MHC class II binding data. (1) The peptide sequence is YWKFLANVSTVLTGK. The MHC is DRB1_0802 with pseudo-sequence DRB1_0802. The binding affinity (normalized) is 0.778. (2) The peptide sequence is EWVAMTKGEGGVWTFDSEEP. The MHC is HLA-DQA10101-DQB10501 with pseudo-sequence HLA-DQA10101-DQB10501. The binding affinity (normalized) is 0.461.